Dataset: Forward reaction prediction with 1.9M reactions from USPTO patents (1976-2016). Task: Predict the product of the given reaction. (1) Given the reactants [NH2:1][C:2]1[N:7]=[CH:6][N:5]=[C:4]2[N:8]([C@@H:12]3[CH2:17][CH2:16][CH2:15][N:14]([C:18]([O:20][C:21]([CH3:24])([CH3:23])[CH3:22])=[O:19])[CH2:13]3)[N:9]=[C:10](I)[C:3]=12.[F:25][C:26]1[CH:47]=[CH:46][CH:45]=[C:44]([F:48])[C:27]=1[O:28][C:29]1[CH:34]=[CH:33][C:32](B2OC(C)(C)C(C)(C)O2)=[CH:31][CH:30]=1.C(=O)([O-])[O-].[Na+].[Na+], predict the reaction product. The product is: [NH2:1][C:2]1[N:7]=[CH:6][N:5]=[C:4]2[N:8]([C@@H:12]3[CH2:17][CH2:16][CH2:15][N:14]([C:18]([O:20][C:21]([CH3:24])([CH3:23])[CH3:22])=[O:19])[CH2:13]3)[N:9]=[C:10]([C:32]3[CH:31]=[CH:30][C:29]([O:28][C:27]4[C:44]([F:48])=[CH:45][CH:46]=[CH:47][C:26]=4[F:25])=[CH:34][CH:33]=3)[C:3]=12. (2) The product is: [C:24]([O:11][C@@H:10]1[C@@H:12]([O:13][C:24](=[O:31])[C:25]2[CH:30]=[CH:29][CH:28]=[CH:27][CH:26]=2)[C@@H:14]([O:15][C:24](=[O:31])[C:25]2[CH:30]=[CH:29][CH:28]=[CH:27][CH:26]=2)[C@@H:16]([CH2:18][O:19][C:24](=[O:31])[C:25]2[CH:30]=[CH:29][CH:28]=[CH:27][CH:26]=2)[O:17][C@H:9]1[O:8][C@@H:7]1[C@@H:20]([CH2:22][O:23][C:24](=[O:31])[C:25]2[CH:30]=[CH:29][CH:28]=[CH:27][CH:26]=2)[O:21][CH:2]([O:1][C:24](=[O:31])[C:25]2[CH:30]=[CH:29][CH:28]=[CH:27][CH:26]=2)[C@H:3]([O:4][C:24](=[O:31])[C:25]2[CH:30]=[CH:29][CH:28]=[CH:27][CH:26]=2)[C@H:5]1[O:6][C:24](=[O:31])[C:25]1[CH:30]=[CH:29][CH:28]=[CH:27][CH:26]=1)(=[O:31])[C:25]1[CH:30]=[CH:29][CH:28]=[CH:27][CH:26]=1. Given the reactants [OH:1][CH:2]1[O:21][C@H:20]([CH2:22][OH:23])[C@@H:7]([O:8][C@@H:9]2[O:17][C@H:16]([CH2:18][OH:19])[C@H:14]([OH:15])[C@H:12]([OH:13])[C@H:10]2[OH:11])[C@H:5]([OH:6])[C@H:3]1[OH:4].[C:24](Cl)(=[O:31])[C:25]1[CH:30]=[CH:29][CH:28]=[CH:27][CH:26]=1.C(Cl)Cl, predict the reaction product. (3) Given the reactants Br[C:2]1[C:3]([N:22]2[CH2:28][CH2:27][CH2:26][N:25]([CH3:29])[CH2:24][CH2:23]2)=[N:4][CH:5]=[C:6]([CH:21]=1)[C:7]([NH:9][C:10]1[CH:15]=[CH:14][C:13]([O:16][C:17]([F:20])([F:19])[F:18])=[CH:12][CH:11]=1)=[O:8].[N:30]1[CH:35]=[CH:34][CH:33]=[C:32](B(O)O)[CH:31]=1.C([O-])([O-])=O.[Na+].[Na+].CCO, predict the reaction product. The product is: [CH3:29][N:25]1[CH2:26][CH2:27][CH2:28][N:22]([C:3]2[C:2]([C:32]3[CH:31]=[N:30][CH:35]=[CH:34][CH:33]=3)=[CH:21][C:6]([C:7]([NH:9][C:10]3[CH:15]=[CH:14][C:13]([O:16][C:17]([F:20])([F:19])[F:18])=[CH:12][CH:11]=3)=[O:8])=[CH:5][N:4]=2)[CH2:23][CH2:24]1. (4) Given the reactants OS(C(F)(F)F)(=O)=O.[Br:9][C:10]1[C:14]([F:15])=[CH:13][N:12]([C:16]2[CH:17]=[C:18](Cl)[N:19]=[N:20][CH:21]=2)[N:11]=1.[CH3:23][OH:24], predict the reaction product. The product is: [Br:9][C:10]1[C:14]([F:15])=[CH:13][N:12]([C:16]2[CH:17]=[C:18]([O:24][CH3:23])[N:19]=[N:20][CH:21]=2)[N:11]=1. (5) Given the reactants C[Si]([N-][Si](C)(C)C)(C)C.[Na+].[CH2:11]([O:18][C:19]1[CH:26]=[CH:25][C:22]([CH:23]=[O:24])=[CH:21][CH:20]=1)[C:12]1[CH:17]=[CH:16][CH:15]=[CH:14][CH:13]=1.[CH3:27][O:28][CH2:29][C:30]([O:32][CH3:33])=[O:31].Cl, predict the reaction product. The product is: [OH:24][CH:23]([C:22]1[CH:21]=[CH:20][C:19]([O:18][CH2:11][C:12]2[CH:13]=[CH:14][CH:15]=[CH:16][CH:17]=2)=[CH:26][CH:25]=1)[CH:29]([O:28][CH3:27])[C:30]([O:32][CH3:33])=[O:31]. (6) Given the reactants [F:1][C:2]1[CH:7]=[C:6]([C:8]2[CH:16]=[C:15]3[C:11]([C:12]([C:17]4[NH:18][C:19]5[CH2:24][CH2:23][NH:22][CH2:21][C:20]=5[N:25]=4)=[N:13][NH:14]3)=[CH:10][CH:9]=2)[C:5]([CH2:26][C:27]([F:30])([F:29])[F:28])=[CH:4][C:3]=1[OH:31].[N:32]1([C:38]2[CH:43]=[CH:42][C:41]([CH:44]=O)=[CH:40][N:39]=2)[CH2:37][CH2:36][CH2:35][CH2:34][CH2:33]1, predict the reaction product. The product is: [F:1][C:2]1[CH:7]=[C:6]([C:8]2[CH:16]=[C:15]3[C:11]([C:12]([C:17]4[NH:18][C:19]5[CH2:24][CH2:23][N:22]([CH2:44][C:41]6[CH:42]=[CH:43][C:38]([N:32]7[CH2:37][CH2:36][CH2:35][CH2:34][CH2:33]7)=[N:39][CH:40]=6)[CH2:21][C:20]=5[N:25]=4)=[N:13][NH:14]3)=[CH:10][CH:9]=2)[C:5]([CH2:26][C:27]([F:28])([F:29])[F:30])=[CH:4][C:3]=1[OH:31].